From a dataset of Forward reaction prediction with 1.9M reactions from USPTO patents (1976-2016). Predict the product of the given reaction. (1) Given the reactants [C:1]1([N:7]2[C:25](=[O:26])[C:10]3=[CH:11][NH:12][C:13]4[CH:14]=[CH:15][C:16]([N:19]5[CH2:24][CH2:23]N[CH2:21][CH2:20]5)=[N:17][C:18]=4[C:9]3=[N:8]2)[CH:6]=[CH:5][CH:4]=[CH:3][CH:2]=1.[OH:27][CH:28]1CCNCC1, predict the reaction product. The product is: [OH:27][CH:28]1[CH2:21][CH2:20][N:19]([C:16]2[CH:15]=[CH:14][C:13]3[NH:12][CH:11]=[C:10]4[C:25](=[O:26])[N:7]([C:1]5[CH:6]=[CH:5][CH:4]=[CH:3][CH:2]=5)[N:8]=[C:9]4[C:18]=3[N:17]=2)[CH2:24][CH2:23]1. (2) Given the reactants FC(F)(F)C(O)=O.[CH3:8][C@@H:9]([C:16]([OH:18])=[O:17])[CH2:10][C@@H:11]([C:13]([OH:15])=[O:14])[NH2:12].Cl[C:20]([O:22][CH2:23][C:24]1[CH:29]=[CH:28][CH:27]=[CH:26][CH:25]=1)=[O:21].Cl, predict the reaction product. The product is: [CH2:23]([O:22][C:20]([NH:12][C@H:11]([C:13]([OH:15])=[O:14])[CH2:10][C@@H:9]([CH3:8])[C:16]([OH:18])=[O:17])=[O:21])[C:24]1[CH:29]=[CH:28][CH:27]=[CH:26][CH:25]=1. (3) Given the reactants [NH2:1][C:2]1[CH:12]=[CH:11][C:5]([C:6]([O:8][CH2:9][CH3:10])=[O:7])=[CH:4][CH:3]=1.[I:13]N1C(=O)CCC1=O.O, predict the reaction product. The product is: [NH2:1][C:2]1[CH:3]=[CH:4][C:5]([C:6]([O:8][CH2:9][CH3:10])=[O:7])=[CH:11][C:12]=1[I:13]. (4) Given the reactants [CH3:1][O:2][C:3]1[CH:4]=[C:5]2[C:10](=[CH:11][CH:12]=1)[C:9](=[O:13])[N:8]([CH2:14]/[CH:15]=[CH:16]/[CH:17]=O)[CH2:7][CH2:6]2.[Cl:19][C:20]1[CH:25]=[CH:24][CH:23]=[CH:22][C:21]=1[CH2:26][NH:27][CH:28]=[CH:29][C:30](=[O:32])[CH3:31], predict the reaction product. The product is: [C:30]([C:29]1[CH:15]([CH2:14][N:8]2[CH2:7][CH2:6][C:5]3[C:10](=[CH:11][CH:12]=[C:3]([O:2][CH3:1])[CH:4]=3)[C:9]2=[O:13])[CH:16]=[CH:17][N:27]([CH2:26][C:21]2[CH:22]=[CH:23][CH:24]=[CH:25][C:20]=2[Cl:19])[CH:28]=1)(=[O:32])[CH3:31]. (5) Given the reactants [Cl:1][C:2]1[CH:3]=[N:4][C:5]([CH2:11][O:12][C:13]2[CH:18]=[CH:17][C:16]([F:19])=[CH:15][CH:14]=2)=[C:6]([CH:10]=1)[C:7]([OH:9])=O.Cl.[NH2:21][C@H:22]([C:24]1[CH:33]=[CH:32][C:27]([C:28]([O:30][CH3:31])=[O:29])=[CH:26][CH:25]=1)[CH3:23], predict the reaction product. The product is: [CH3:31][O:30][C:28](=[O:29])[C:27]1[CH:32]=[CH:33][C:24]([C@@H:22]([NH:21][C:7]([C:6]2[C:5]([CH2:11][O:12][C:13]3[CH:18]=[CH:17][C:16]([F:19])=[CH:15][CH:14]=3)=[N:4][CH:3]=[C:2]([Cl:1])[CH:10]=2)=[O:9])[CH3:23])=[CH:25][CH:26]=1. (6) Given the reactants [Cl:1][C:2]1[CH:3]=[C:4]([CH:37]=[CH:38][C:39]=1[F:40])[CH2:5][N:6]1[CH2:15][CH2:14][C:13]2[C:8](=[C:9]([O:34][CH3:35])[C:10](=[O:33])[N:11]3[CH2:21][CH2:20][CH2:19][CH2:18][N:17]([CH2:22][CH2:23][O:24]CC4C=CC=CC=4)[C:16](=[O:32])[C:12]3=2)[C:7]1=[O:36].[H][H], predict the reaction product. The product is: [Cl:1][C:2]1[CH:3]=[C:4]([CH:37]=[CH:38][C:39]=1[F:40])[CH2:5][N:6]1[CH2:15][CH2:14][C:13]2[C:8](=[C:9]([O:34][CH3:35])[C:10](=[O:33])[N:11]3[CH2:21][CH2:20][CH2:19][CH2:18][N:17]([CH2:22][CH2:23][OH:24])[C:16](=[O:32])[C:12]3=2)[C:7]1=[O:36]. (7) Given the reactants [C:1]([C:4]1[C:9](=[O:10])[C:8]([O:11][CH3:12])=[CH:7][N:6]([C:13]2[CH:18]=[CH:17][CH:16]=[C:15]([C:19]([F:22])([F:21])[F:20])[CH:14]=2)[N:5]=1)(=[O:3])[CH3:2].CO[CH:25](OC)[N:26]([CH3:28])[CH3:27], predict the reaction product. The product is: [CH3:25][N:26]([CH3:28])[CH:27]=[CH:2][C:1]([C:4]1[C:9](=[O:10])[C:8]([O:11][CH3:12])=[CH:7][N:6]([C:13]2[CH:18]=[CH:17][CH:16]=[C:15]([C:19]([F:21])([F:22])[F:20])[CH:14]=2)[N:5]=1)=[O:3].